The task is: Predict the product of the given reaction.. This data is from Forward reaction prediction with 1.9M reactions from USPTO patents (1976-2016). Given the reactants [Cl:1][C:2]1[C:3]([CH:12]([N+:27]([O-])=[O:28])[CH2:13][NH:14][C:15](=[O:26])[C:16]2[CH:21]=[CH:20][CH:19]=[CH:18][C:17]=2[C:22]([F:25])([F:24])[F:23])=[N:4][CH:5]=[C:6]([C:8]([F:11])([F:10])[F:9])[CH:7]=1.CN(C)C=O.O.N([O-])=O.[Na+], predict the reaction product. The product is: [Cl:1][C:2]1[C:3]([C:12](=[N:27][OH:28])[CH2:13][NH:14][C:15](=[O:26])[C:16]2[CH:21]=[CH:20][CH:19]=[CH:18][C:17]=2[C:22]([F:24])([F:25])[F:23])=[N:4][CH:5]=[C:6]([C:8]([F:9])([F:11])[F:10])[CH:7]=1.